From a dataset of Full USPTO retrosynthesis dataset with 1.9M reactions from patents (1976-2016). Predict the reactants needed to synthesize the given product. (1) Given the product [C:80]([OH:86])([C:82]([F:85])([F:84])[F:83])=[O:81].[Cl:8][C:9]1[CH:10]=[CH:11][C:12]([CH:15]2[CH2:16][CH2:17][CH:18]([C:21]([N:39]3[CH2:43][CH2:42][C@@:41]4([C:47]5[CH:48]=[CH:49][CH:50]=[CH:51][C:46]=5[C:45](=[O:52])[O:44]4)[CH2:40]3)=[O:23])[CH2:19][CH2:20]2)=[CH:13][CH:14]=1, predict the reactants needed to synthesize it. The reactants are: CN1CCOCC1.[Cl:8][C:9]1[CH:14]=[CH:13][C:12]([CH:15]2[CH2:20][CH2:19][CH:18]([C:21]([OH:23])=O)[CH2:17][CH2:16]2)=[CH:11][CH:10]=1.CC1(C)[C@H]2CC[C@]1(CS(O)(=O)=O)C(=O)C2.[NH:39]1[CH2:43][CH2:42][C@@:41]2([C:47]3[CH:48]=[CH:49][CH:50]=[CH:51][C:46]=3[C:45](=[O:52])[O:44]2)[CH2:40]1.F[P-](F)(F)(F)(F)F.N1(O[P+](N(C)C)(N(C)C)N(C)C)C2C=CC=CC=2N=N1.[C:80]([OH:86])([C:82]([F:85])([F:84])[F:83])=[O:81]. (2) Given the product [CH:1]1([N:6]([CH3:33])[S:7]([C:10]2[CH:11]=[CH:12][C:13]([N:16]3[C:20](=[O:21])[C:19]([CH:22]([C:27]4[CH:28]=[CH:29][CH:30]=[CH:31][CH:32]=4)[CH2:23][C:24]([NH:46][CH2:45][C:44]([F:48])([F:47])[F:43])=[O:26])=[CH:18][NH:17]3)=[N:14][CH:15]=2)(=[O:9])=[O:8])[CH2:2][CH2:3][CH2:4][CH2:5]1, predict the reactants needed to synthesize it. The reactants are: [CH:1]1([N:6]([CH3:33])[S:7]([C:10]2[CH:11]=[CH:12][C:13]([N:16]3[C:20](=[O:21])[C:19]([CH:22]([C:27]4[CH:32]=[CH:31][CH:30]=[CH:29][CH:28]=4)[CH2:23][C:24]([O-:26])=O)=[CH:18][NH:17]3)=[N:14][CH:15]=2)(=[O:9])=[O:8])[CH2:5][CH2:4][CH2:3][CH2:2]1.CCN(C(C)C)C(C)C.[F:43][C:44]([F:48])([F:47])[CH2:45][NH2:46].CN(C(ON1N=NC2C=CC=CC1=2)=[N+](C)C)C.[B-](F)(F)(F)F. (3) Given the product [F:26][C:25]([F:27])([F:28])[C:16]1[CH:17]=[C:18]([C:21]([F:24])([F:22])[F:23])[CH:19]=[CH:20][C:15]=1[CH2:14][N:4]1[C:5]2[C:10](=[CH:9][C:8]([CH:11]=[O:12])=[CH:7][CH:6]=2)[C:2]([Cl:1])=[N:3]1, predict the reactants needed to synthesize it. The reactants are: [Cl:1][C:2]1[C:10]2[C:5](=[CH:6][CH:7]=[C:8]([CH:11]=[O:12])[CH:9]=2)[NH:4][N:3]=1.Br[CH2:14][C:15]1[CH:20]=[CH:19][C:18]([C:21]([F:24])([F:23])[F:22])=[CH:17][C:16]=1[C:25]([F:28])([F:27])[F:26]. (4) Given the product [Cl:12][C:8]1[C:6]2[N:7]=[C:2]([N:14]3[CH2:19][CH2:18][O:17][CH2:16][CH2:15]3)[N:3]=[C:4]([OH:13])[C:5]=2[CH:11]=[CH:10][N:9]=1, predict the reactants needed to synthesize it. The reactants are: Cl[C:2]1[N:3]=[C:4]([OH:13])[C:5]2[CH:11]=[CH:10][N:9]=[C:8]([Cl:12])[C:6]=2[N:7]=1.[NH:14]1[CH2:19][CH2:18][O:17][CH2:16][CH2:15]1. (5) Given the product [CH2:27]([O:26][C:24]([NH:23][C:8]1[C:9]2[CH2:13][NH:12][C:11]([CH3:22])([CH3:21])[C:10]=2[N:6]([C:4]([O:3][CH2:1][CH3:2])=[O:5])[N:7]=1)=[O:25])[CH3:28], predict the reactants needed to synthesize it. The reactants are: [CH2:1]([O:3][C:4]([N:6]1[C:10]2[C:11]([CH3:22])([CH3:21])[N:12](C(OC(C)(C)C)=O)[CH2:13][C:9]=2[C:8]([NH:23][C:24]([O:26][CH2:27][CH3:28])=[O:25])=[N:7]1)=[O:5])[CH3:2].Cl. (6) Given the product [S:18]1[CH2:19][CH2:20][N:21]=[C:17]1[N:11]1[CH2:10][CH2:9][N:8]2[N:4]=[C:5]([CH2:13][OH:14])[CH:6]=[C:7]2[CH2:12]1, predict the reactants needed to synthesize it. The reactants are: Cl.CO.[N:4]1[N:8]2[CH2:9][CH2:10][NH:11][CH2:12][C:7]2=[CH:6][C:5]=1[CH2:13][OH:14].CS[C:17]1[S:18][CH2:19][CH2:20][N:21]=1. (7) Given the product [CH2:12]([O:11][C:10]1[CH:9]=[C:8]([I:19])[CH:7]=[C:3]2[C:2]=1[N:1]=[CH:20][NH:22][C:4]2=[O:5])[C:13]1[CH:18]=[CH:17][CH:16]=[CH:15][CH:14]=1, predict the reactants needed to synthesize it. The reactants are: [NH2:1][C:2]1[C:10]([O:11][CH2:12][C:13]2[CH:18]=[CH:17][CH:16]=[CH:15][CH:14]=2)=[CH:9][C:8]([I:19])=[CH:7][C:3]=1[C:4](O)=[O:5].[CH:20]([NH2:22])=O. (8) Given the product [Cl:14][CH2:15][CH2:16][O:17][CH2:18][C:10]([CH3:12])([CH3:11])[C:9]#[N:13], predict the reactants needed to synthesize it. The reactants are: [Li+].CC([N-]C(C)C)C.[C:9](#[N:13])[CH:10]([CH3:12])[CH3:11].[Cl:14][CH2:15][CH2:16][O:17][CH2:18]Cl.O. (9) Given the product [Si:36]([O:35][CH2:34][CH2:33][O:32][C:29]1[CH:28]=[CH:27][C:26]([NH:25][C:20]2[N:19]=[C:18]([NH:17][C:13]3[CH:12]=[C:11]([NH:10][C:8]([CH:7]4[CH2:6][O:43]4)=[O:9])[CH:16]=[CH:15][CH:14]=3)[C:23]([F:24])=[CH:22][N:21]=2)=[CH:31][CH:30]=1)([C:39]([CH3:40])([CH3:42])[CH3:41])([CH3:37])[CH3:38], predict the reactants needed to synthesize it. The reactants are: CS(O[CH2:6][CH:7]([OH:43])[C:8]([NH:10][C:11]1[CH:16]=[CH:15][CH:14]=[C:13]([NH:17][C:18]2[C:23]([F:24])=[CH:22][N:21]=[C:20]([NH:25][C:26]3[CH:31]=[CH:30][C:29]([O:32][CH2:33][CH2:34][O:35][Si:36]([C:39]([CH3:42])([CH3:41])[CH3:40])([CH3:38])[CH3:37])=[CH:28][CH:27]=3)[N:19]=2)[CH:12]=1)=[O:9])(=O)=O.[H-].[Na+].C(Cl)(Cl)Cl.CO.O.